This data is from Full USPTO retrosynthesis dataset with 1.9M reactions from patents (1976-2016). The task is: Predict the reactants needed to synthesize the given product. (1) Given the product [CH2:12]1[O:6][C:5]2[CH:7]=[CH:8][C:2]([CH3:1])=[CH:3][C:4]=2[O:9]1, predict the reactants needed to synthesize it. The reactants are: [CH3:1][C:2]1[CH:3]=[C:4]([OH:9])[C:5](=[CH:7][CH:8]=1)[OH:6].[OH-].[Na+].[CH2:12](Cl)Cl. (2) The reactants are: [Cl:1][C:2]1=[N:3][C:4]2[CH:16]=[C:15]([C:17](Cl)=[O:18])[CH:14]=[CH:13][C:5]=2[S:6][C:7]2[CH:12]=[CH:11][CH:10]=[CH:9][C:8]1=2.C(N(CC)CC)C.[F:27][CH2:28][CH2:29][NH2:30]. Given the product [Cl:1][C:2]1=[N:3][C:4]2[CH:16]=[C:15]([C:17]([NH:30][CH2:29][CH2:28][F:27])=[O:18])[CH:14]=[CH:13][C:5]=2[S:6][C:7]2[CH:12]=[CH:11][CH:10]=[CH:9][C:8]1=2, predict the reactants needed to synthesize it. (3) Given the product [Cl:1][C:2]1[C:3]([F:22])=[C:4]([NH:8][C:9]2[C:18]3[C:13](=[CH:14][C:15]([O:20][CH3:21])=[C:16]([O:19][C@@H:50]4[CH2:49][CH2:48][N:47]([C:53]([O:55][C:56]([CH3:57])([CH3:58])[CH3:59])=[O:54])[C@@H:46]([C:44]([O:43][CH3:42])=[O:45])[CH2:51]4)[CH:17]=3)[N:12]=[CH:11][N:10]=2)[CH:5]=[CH:6][CH:7]=1, predict the reactants needed to synthesize it. The reactants are: [Cl:1][C:2]1[C:3]([F:22])=[C:4]([NH:8][C:9]2[C:18]3[C:13](=[CH:14][C:15]([O:20][CH3:21])=[C:16]([OH:19])[CH:17]=3)[N:12]=[CH:11][N:10]=2)[CH:5]=[CH:6][CH:7]=1.C1(P(C2C=CC=CC=2)C2C=CC=CC=2)C=CC=CC=1.[CH3:42][O:43][C:44]([C@H:46]1[CH2:51][C@@H:50](O)[CH2:49][CH2:48][N:47]1[C:53]([O:55][C:56]([CH3:59])([CH3:58])[CH3:57])=[O:54])=[O:45].